This data is from Forward reaction prediction with 1.9M reactions from USPTO patents (1976-2016). The task is: Predict the product of the given reaction. (1) Given the reactants C([NH:5][S:6]([C:9]1[CH:14]=[CH:13][C:12]([C:15]2[CH:20]=[CH:19][CH:18]=[C:17]([C:21]3[CH2:22][C:23](=[O:39])[NH:24][C:25]4[CH:31]=[C:30]([C:32]5[CH:37]=[CH:36][CH:35]=[CH:34][C:33]=5[F:38])[CH:29]=[CH:28][C:26]=4[N:27]=3)[CH:16]=2)=[CH:11][CH:10]=1)(=[O:8])=[O:7])(C)(C)C.C(O)(C(F)(F)F)=O, predict the reaction product. The product is: [F:38][C:33]1[CH:34]=[CH:35][CH:36]=[CH:37][C:32]=1[C:30]1[CH:29]=[CH:28][C:26]2[N:27]=[C:21]([C:17]3[CH:16]=[C:15]([C:12]4[CH:13]=[CH:14][C:9]([S:6]([NH2:5])(=[O:7])=[O:8])=[CH:10][CH:11]=4)[CH:20]=[CH:19][CH:18]=3)[CH2:22][C:23](=[O:39])[NH:24][C:25]=2[CH:31]=1. (2) Given the reactants Br[C:2]1[C:10]2[C:9]([Cl:11])=[N:8][CH:7]=[N:6][C:5]=2[NH:4][CH:3]=1.I[CH3:13].O, predict the reaction product. The product is: [Cl:11][C:9]1[C:10]2[C:2]([CH3:13])=[CH:3][NH:4][C:5]=2[N:6]=[CH:7][N:8]=1.